From a dataset of Catalyst prediction with 721,799 reactions and 888 catalyst types from USPTO. Predict which catalyst facilitates the given reaction. (1) Reactant: [C:1]([O:4][CH2:5][C:6]1[C:11]([N:12]2[CH2:20][C:19]3[C:14](=[CH:15][CH:16]=[C:17]([C:21]([CH3:24])([CH3:23])[CH3:22])[CH:18]=3)[C:13]2=[O:25])=[CH:10][CH:9]=[CH:8][C:7]=1Br)(=[O:3])[CH3:2].[CH3:27][C:28]1([CH3:44])[C:32]([CH3:34])([CH3:33])[O:31][B:30]([B:30]2[O:31][C:32]([CH3:34])([CH3:33])[C:28]([CH3:44])([CH3:27])[O:29]2)[O:29]1.C([O-])(=O)C.[K+].CC(C1C=C(C(C)C)C(C2C=CC=CC=2P(C2CCCCC2)C2CCCCC2)=C(C(C)C)C=1)C. Product: [C:1]([O:4][CH2:5][C:6]1[C:7]([B:30]2[O:31][C:32]([CH3:34])([CH3:33])[C:28]([CH3:44])([CH3:27])[O:29]2)=[CH:8][CH:9]=[CH:10][C:11]=1[N:12]1[CH2:20][C:19]2[C:14](=[CH:15][CH:16]=[C:17]([C:21]([CH3:24])([CH3:23])[CH3:22])[CH:18]=2)[C:13]1=[O:25])(=[O:3])[CH3:2]. The catalyst class is: 102. (2) Reactant: [O:1]1[CH:6]=[CH:5][CH2:4][CH2:3][CH2:2]1.C1(C)C=CC(S(O)(=O)=O)=CC=1.[CH2:18]([O:21][C:22]([N:24]1[C:30]2[CH:31]=[C:32]([O:37][CH2:38][CH2:39][CH2:40][C:41]([O:43][CH3:44])=[O:42])[C:33]([O:35][CH3:36])=[CH:34][C:29]=2[C:28](=[O:45])[N:27]2[CH2:46][CH2:47][CH2:48][CH:26]2[CH:25]1[OH:49])=[O:23])[CH:19]=[CH2:20]. Product: [CH2:18]([O:21][C:22]([N:24]1[C:30]2[CH:31]=[C:32]([O:37][CH2:38][CH2:39][CH2:40][C:41]([O:43][CH3:44])=[O:42])[C:33]([O:35][CH3:36])=[CH:34][C:29]=2[C:28](=[O:45])[N:27]2[CH2:46][CH2:47][CH2:48][C@H:26]2[CH:25]1[O:49][CH:6]1[CH2:5][CH2:4][CH2:3][CH2:2][O:1]1)=[O:23])[CH:19]=[CH2:20]. The catalyst class is: 25. (3) Reactant: [NH:1]1[CH2:5][CH2:4][CH2:3][CH2:2]1.Cl[C:7]1[CH:12]=[CH:11][C:10]([I:13])=[CH:9][N:8]=1.O. Product: [I:13][C:10]1[CH:11]=[CH:12][C:7]([N:1]2[CH2:5][CH2:4][CH2:3][CH2:2]2)=[N:8][CH:9]=1. The catalyst class is: 44. (4) Product: [ClH:57].[C:14]1([C@@H:11]2[CH2:12][CH2:13][C@H:8]([NH2:7])[CH2:9][CH2:10]2)[N:19]2[C:20]3[CH:26]=[CH:25][NH:24][C:21]=3[N:22]=[CH:23][C:18]2=[N:17][N:16]=1. The catalyst class is: 71. Reactant: C(OC(=O)[NH:7][C@H:8]1[CH2:13][CH2:12][C@@H:11]([C:14]([NH:16][NH:17][C:18]2[N:19]=[C:20]3[CH:26]=[CH:25][N:24](S(C4C=CC(C)=CC=4)(=O)=O)[C:21]3=[N:22][CH:23]=2)=O)[CH2:10][CH2:9]1)(C)(C)C.C(OC(N[C@@H]1CC[C@H](C(O)=O)CC1)=O)(C)(C)C.O=S(Cl)[Cl:57].C([O-])([O-])=O.[Na+].[Na+].Cl.